This data is from Forward reaction prediction with 1.9M reactions from USPTO patents (1976-2016). The task is: Predict the product of the given reaction. (1) Given the reactants [CH3:1][O:2][C:3]1[CH:4]=[C:5]([NH:11][C:12]2[N:13]=[CH:14][C:15]3[CH2:21][C:20](=[O:22])[NH:19][C:18]4[CH:23]=[C:24](I)[CH:25]=[CH:26][C:17]=4[C:16]=3[N:28]=2)[CH:6]=[CH:7][C:8]=1[O:9][CH3:10].C[C:30]([O:32]C(C)=O)=[O:31].C(O[Li])=O.[Li+].[Cl-].CCN(C(C)C)C(C)C, predict the reaction product. The product is: [CH3:1][O:2][C:3]1[CH:4]=[C:5]([NH:11][C:12]2[N:13]=[CH:14][C:15]3[CH2:21][C:20](=[O:22])[NH:19][C:18]4[CH:23]=[C:24]([C:30]([OH:32])=[O:31])[CH:25]=[CH:26][C:17]=4[C:16]=3[N:28]=2)[CH:6]=[CH:7][C:8]=1[O:9][CH3:10]. (2) The product is: [CH3:30][S:27]([C:23]1[CH:22]=[C:21]2[C:26](=[CH:25][CH:24]=1)[N:18]([C:15]1[N:14]=[CH:13][C:12]([O:11][CH:8]3[CH2:9][CH2:10][N:5]([C:3](=[O:4])[CH2:2][N:31]4[CH2:36][CH2:35][CH2:34][CH2:33][CH2:32]4)[CH2:6][CH2:7]3)=[CH:17][CH:16]=1)[CH:19]=[CH:20]2)(=[O:28])=[O:29]. Given the reactants Cl[CH2:2][C:3]([N:5]1[CH2:10][CH2:9][CH:8]([O:11][C:12]2[CH:13]=[N:14][C:15]([N:18]3[C:26]4[C:21](=[CH:22][C:23]([S:27]([CH3:30])(=[O:29])=[O:28])=[CH:24][CH:25]=4)[CH:20]=[CH:19]3)=[CH:16][CH:17]=2)[CH2:7][CH2:6]1)=[O:4].[NH:31]1[CH2:36][CH2:35][CH2:34][CH2:33][CH2:32]1, predict the reaction product. (3) Given the reactants [C:1]([C:5]1[NH:6][C:7]2[C:12]([CH:13]=1)=[CH:11][C:10]([N+:14]([O-:16])=[O:15])=[CH:9]C=2C#N)([CH3:4])([CH3:3])[CH3:2].[OH-:19].[K+].[CH3:21][CH2:22][OH:23], predict the reaction product. The product is: [C:1]([C:5]1[NH:6][C:7]2[C:12]([CH:13]=1)=[CH:11][C:10]([N+:14]([O-:16])=[O:15])=[CH:9][C:21]=2[C:22]([OH:19])=[O:23])([CH3:4])([CH3:3])[CH3:2]. (4) Given the reactants [Br:1][C:2]1[N:3](COCC[Si](C)(C)C)[N:4]=[C:5]2[C:10]=1[CH:9]=[C:8]([C:11]([F:14])([F:13])[F:12])[CH:7]=[C:6]2[CH2:15][O:16][CH2:17][C:18]1([C:31]2[CH:36]=[CH:35][CH:34]=[CH:33][CH:32]=2)[CH2:23][CH2:22][N:21](C(OC(C)(C)C)=O)[CH2:20][CH2:19]1.FC(F)(F)C(O)=O.C(Cl)Cl, predict the reaction product. The product is: [Br:1][C:2]1[C:10]2[C:5](=[C:6]([CH2:15][O:16][CH2:17][C:18]3([C:31]4[CH:32]=[CH:33][CH:34]=[CH:35][CH:36]=4)[CH2:19][CH2:20][NH:21][CH2:22][CH2:23]3)[CH:7]=[C:8]([C:11]([F:14])([F:13])[F:12])[CH:9]=2)[NH:4][N:3]=1. (5) Given the reactants [NH2:1][C:2]1[C:3]([O:18][CH3:19])=[CH:4][C:5]2[CH2:11][N:10]([CH2:12][CH3:13])[CH2:9][C:8](=[O:14])[N:7]([CH2:15][CH3:16])[C:6]=2[CH:17]=1.Cl[C:21]1[N:26]=[C:25]([NH:27][C:28]2[CH:33]=[CH:32][C:31]([O:34][CH3:35])=[CH:30][C:29]=2[N:36]2[CH:40]=[CH:39][CH:38]=[N:37]2)[C:24]([Cl:41])=[CH:23][N:22]=1, predict the reaction product. The product is: [Cl:41][C:24]1[C:25]([NH:27][C:28]2[CH:33]=[CH:32][C:31]([O:34][CH3:35])=[CH:30][C:29]=2[N:36]2[CH:40]=[CH:39][CH:38]=[N:37]2)=[N:26][C:21]([NH:1][C:2]2[C:3]([O:18][CH3:19])=[CH:4][C:5]3[CH2:11][N:10]([CH2:12][CH3:13])[CH2:9][C:8](=[O:14])[N:7]([CH2:15][CH3:16])[C:6]=3[CH:17]=2)=[N:22][CH:23]=1. (6) Given the reactants [F:1][C:2]1[CH:21]=[CH:20][C:5]2[C:6]([C:9]3[CH:14]=[CH:13][C:12]([O:15][CH2:16][C@@H:17]4[CH2:19][O:18]4)=[CH:11][CH:10]=3)=[N:7][O:8][C:4]=2[CH:3]=1.[CH2:22]([CH:29]1[CH2:34][CH2:33][NH:32][CH2:31][CH2:30]1)[C:23]1[CH:28]=[CH:27][CH:26]=[CH:25][CH:24]=1, predict the reaction product. The product is: [CH2:22]([CH:29]1[CH2:34][CH2:33][N:32]([CH2:19][C@H:17]([OH:18])[CH2:16][O:15][C:12]2[CH:13]=[CH:14][C:9]([C:6]3[C:5]4[CH:20]=[CH:21][C:2]([F:1])=[CH:3][C:4]=4[O:8][N:7]=3)=[CH:10][CH:11]=2)[CH2:31][CH2:30]1)[C:23]1[CH:28]=[CH:27][CH:26]=[CH:25][CH:24]=1.